This data is from Forward reaction prediction with 1.9M reactions from USPTO patents (1976-2016). The task is: Predict the product of the given reaction. (1) The product is: [N:26]1[CH:27]=[CH:28][CH:29]=[N:30][C:25]=1[N:11]1[CH2:12][C:13]2[C:22](=[O:23])[C:21]3[CH:20]=[CH:19][CH:18]=[CH:17][C:16]=3[NH:15][C:14]=2[CH:10]1[C:5]1[CH:6]=[CH:7][C:8]2[O:9][CH2:1][O:2][C:3]=2[CH:4]=1. Given the reactants [CH2:1]1[O:9][C:8]2[CH:7]=[CH:6][C:5]([CH:10]3[C:14]4[NH:15][C:16]5[CH:17]=[CH:18][CH:19]=[CH:20][C:21]=5[C:22](=[O:23])[C:13]=4[CH2:12][NH:11]3)=[CH:4][C:3]=2[O:2]1.Cl[C:25]1[N:30]=[CH:29][CH:28]=[CH:27][N:26]=1.CO, predict the reaction product. (2) Given the reactants C[C:2]([CH3:5])([O-])C.[Na+].[I:7][CH3:8].IC1C=CC(C[C:17]#[N:18])=CC=1.Cl.[C:20]1([CH3:26])[CH:25]=[CH:24][CH:23]=C[CH:21]=1, predict the reaction product. The product is: [I:7][C:8]1[CH:23]=[CH:24][C:25]([C:20]([CH3:21])([CH3:26])[C:17]#[N:18])=[CH:5][CH:2]=1. (3) Given the reactants Cl[C:2]1[CH:3]=[C:4]([NH:11][C:12]2[CH:17]=[CH:16][CH:15]=[C:14]([N:18]3[CH2:22][CH2:21][CH2:20][CH:19]3[CH3:23])[N:13]=2)[C:5]2[N:6]([CH:8]=[CH:9][N:10]=2)[N:7]=1.[OH:24][CH2:25][C:26]1[CH:27]=[C:28](B(O)O)[CH:29]=[CH:30][CH:31]=1.CC(C1C=C(C(C)C)C(C2C=CC=CC=2P(C2CCCCC2)C2CCCCC2)=C(C(C)C)C=1)C.C([O-])([O-])=O.[K+].[K+], predict the reaction product. The product is: [CH3:23][CH:19]1[CH2:20][CH2:21][CH2:22][N:18]1[C:14]1[N:13]=[C:12]([NH:11][C:4]2[C:5]3[N:6]([CH:8]=[CH:9][N:10]=3)[N:7]=[C:2]([C:30]3[CH:31]=[C:26]([CH2:25][OH:24])[CH:27]=[CH:28][CH:29]=3)[CH:3]=2)[CH:17]=[CH:16][CH:15]=1. (4) Given the reactants C1(C)C=CC=CC=1.CC(C)([O-])C.[Na+].[CH3:14][O:15][C:16]1[CH:25]=[CH:24][C:23](Br)=[C:22]2[C:17]=1[CH:18]=[CH:19][N:20]=[CH:21]2.[CH2:27]([N:29]1[CH2:34][CH2:33][NH:32][CH2:31][CH2:30]1)[CH3:28], predict the reaction product. The product is: [CH2:27]([N:29]1[CH2:34][CH2:33][N:32]([C:23]2[CH:24]=[CH:25][C:16]([O:15][CH3:14])=[C:17]3[C:22]=2[CH:21]=[N:20][CH:19]=[CH:18]3)[CH2:31][CH2:30]1)[CH3:28]. (5) Given the reactants [C:1]([O:4][CH2:5][C:6]1[N:11]2[N:12]=[C:13]([C:15]([F:18])([F:17])[F:16])[CH:14]=[C:10]2[C:9]([CH:19]2OCCC[O:20]2)=[CH:8][CH:7]=1)(=[O:3])[CH3:2].O.C1(C)C=CC(S(O)(=O)=O)=CC=1, predict the reaction product. The product is: [C:1]([O:4][CH2:5][C:6]1[N:11]2[N:12]=[C:13]([C:15]([F:17])([F:18])[F:16])[CH:14]=[C:10]2[C:9]([CH:19]=[O:20])=[CH:8][CH:7]=1)(=[O:3])[CH3:2].